This data is from Reaction yield outcomes from USPTO patents with 853,638 reactions. The task is: Predict the reaction yield, written as a fraction of the theoretical maximum amount of product (1.0 means a 100% yield; for example, 0.34 means a 34% yield). The reactants are [CH3:1][S:2]([C:5]1[CH:6]=[CH:7][C:8]([C@@H:11]([OH:21])[C@H:12]([NH:15][C:16]([CH:18]([Cl:20])[Cl:19])=[O:17])[CH2:13][F:14])=[CH:9][CH:10]=1)(=[O:4])=[O:3].C([NH:29][CH2:30][C:31](O)=[O:32])(OC(C)(C)C)=O. No catalyst specified. The product is [Cl:19][CH:18]([Cl:20])[C:16]([NH:15][CH:12]([CH2:13][F:14])[CH:11]([O:21][C:31](=[O:32])[CH2:30][NH2:29])[C:8]1[CH:7]=[CH:6][C:5]([S:2]([CH3:1])(=[O:4])=[O:3])=[CH:10][CH:9]=1)=[O:17]. The yield is 0.800.